This data is from Catalyst prediction with 721,799 reactions and 888 catalyst types from USPTO. The task is: Predict which catalyst facilitates the given reaction. (1) Reactant: [F:1][C:2]1[CH:3]=[N:4][C:5]2[C:10]([C:11]=1[CH2:12][CH2:13][CH2:14][OH:15])=[N:9][C:8]([O:16][CH3:17])=[CH:7][CH:6]=2.CC(OI1(OC(C)=O)(OC(C)=O)OC(=O)C2C=CC=CC1=2)=O.C(OCC)C.[OH-].[Na+]. Product: [F:1][C:2]1[CH:3]=[N:4][C:5]2[C:10]([C:11]=1[CH2:12][CH2:13][CH:14]=[O:15])=[N:9][C:8]([O:16][CH3:17])=[CH:7][CH:6]=2. The catalyst class is: 4. (2) Reactant: C([NH:5][S:6]([C:9]1[CH:10]=[C:11]([C:15]2[CH:20]=[CH:19][CH:18]=[C:17]([C:21]3[N:26]=[C:25]([C:27]([F:30])([F:29])[F:28])[CH:24]=[C:23]([C:31]4[CH:32]=[N:33][C:34]([C:37]([F:40])([F:39])[F:38])=[CH:35][CH:36]=4)[N:22]=3)[CH:16]=2)[CH:12]=[CH:13][CH:14]=1)(=[O:8])=[O:7])(C)(C)C.C(O)(C(F)(F)F)=O. Product: [F:30][C:27]([F:28])([F:29])[C:25]1[CH:24]=[C:23]([C:31]2[CH:32]=[N:33][C:34]([C:37]([F:40])([F:39])[F:38])=[CH:35][CH:36]=2)[N:22]=[C:21]([C:17]2[CH:16]=[C:15]([C:11]3[CH:12]=[CH:13][CH:14]=[C:9]([S:6]([NH2:5])(=[O:8])=[O:7])[CH:10]=3)[CH:20]=[CH:19][CH:18]=2)[N:26]=1. The catalyst class is: 4.